This data is from Forward reaction prediction with 1.9M reactions from USPTO patents (1976-2016). The task is: Predict the product of the given reaction. (1) Given the reactants Br[C:2]1[CH:3]=[N:4][C:5]2[N:6]([CH:8]=[C:9]([CH2:11][O:12][C:13]3[CH:18]=[CH:17][C:16]([F:19])=[CH:15][CH:14]=3)[N:10]=2)[CH:7]=1.[F:20][C:21]1[CH:26]=[CH:25][C:24](B(O)O)=[CH:23][C:22]=1[OH:30], predict the reaction product. The product is: [F:20][C:21]1[CH:26]=[CH:25][C:24]([C:2]2[CH:3]=[N:4][C:5]3[N:6]([CH:8]=[C:9]([CH2:11][O:12][C:13]4[CH:18]=[CH:17][C:16]([F:19])=[CH:15][CH:14]=4)[N:10]=3)[CH:7]=2)=[CH:23][C:22]=1[OH:30]. (2) Given the reactants [Cl:1][C:2]1[CH:7]=[CH:6][C:5]([C:8](=O)[CH2:9][C:10]#[N:11])=[CH:4][CH:3]=1.C(O)C.[CH2:16]([NH:23][NH2:24])[C:17]1[CH:22]=[CH:21][CH:20]=[CH:19][CH:18]=1, predict the reaction product. The product is: [CH2:16]([N:23]1[C:10]([NH2:11])=[CH:9][C:8]([C:5]2[CH:6]=[CH:7][C:2]([Cl:1])=[CH:3][CH:4]=2)=[N:24]1)[C:17]1[CH:22]=[CH:21][CH:20]=[CH:19][CH:18]=1. (3) Given the reactants [F:1][C:2]1[CH:14]=[CH:13][C:5]([CH2:6][CH:7]2[CH2:12][CH2:11][NH:10][CH2:9][CH2:8]2)=[CH:4][CH:3]=1.[CH3:15][C:16]([CH:18]=[CH2:19])=[O:17], predict the reaction product. The product is: [F:1][C:2]1[CH:3]=[CH:4][C:5]([CH2:6][CH:7]2[CH2:8][CH2:9][N:10]([CH2:19][CH2:18][C:16](=[O:17])[CH3:15])[CH2:11][CH2:12]2)=[CH:13][CH:14]=1.